The task is: Regression. Given two drug SMILES strings and cell line genomic features, predict the synergy score measuring deviation from expected non-interaction effect.. This data is from NCI-60 drug combinations with 297,098 pairs across 59 cell lines. (1) Drug 1: COC1=C2C(=CC3=C1OC=C3)C=CC(=O)O2. Drug 2: C1C(C(OC1N2C=NC3=C2NC=NCC3O)CO)O. Cell line: ACHN. Synergy scores: CSS=-4.27, Synergy_ZIP=2.67, Synergy_Bliss=3.54, Synergy_Loewe=-1.03, Synergy_HSA=-0.579. (2) Drug 1: CCC1=CC2CC(C3=C(CN(C2)C1)C4=CC=CC=C4N3)(C5=C(C=C6C(=C5)C78CCN9C7C(C=CC9)(C(C(C8N6C)(C(=O)OC)O)OC(=O)C)CC)OC)C(=O)OC.C(C(C(=O)O)O)(C(=O)O)O. Drug 2: C(=O)(N)NO. Cell line: MOLT-4. Synergy scores: CSS=73.2, Synergy_ZIP=-3.03, Synergy_Bliss=0.162, Synergy_Loewe=-17.9, Synergy_HSA=1.23. (3) Drug 1: CCN(CC)CCCC(C)NC1=C2C=C(C=CC2=NC3=C1C=CC(=C3)Cl)OC. Drug 2: CC1C(C(CC(O1)OC2CC(CC3=C2C(=C4C(=C3O)C(=O)C5=CC=CC=C5C4=O)O)(C(=O)C)O)N)O. Cell line: NCI-H322M. Synergy scores: CSS=46.0, Synergy_ZIP=-4.32, Synergy_Bliss=-4.65, Synergy_Loewe=-15.5, Synergy_HSA=-2.81. (4) Drug 1: C1CN1P(=S)(N2CC2)N3CC3. Drug 2: C1=CN(C(=O)N=C1N)C2C(C(C(O2)CO)O)O.Cl. Cell line: LOX IMVI. Synergy scores: CSS=50.5, Synergy_ZIP=-6.59, Synergy_Bliss=-5.19, Synergy_Loewe=-1.54, Synergy_HSA=1.80. (5) Drug 1: CCC1(C2=C(COC1=O)C(=O)N3CC4=CC5=C(C=CC(=C5CN(C)C)O)N=C4C3=C2)O.Cl. Drug 2: CC1CCCC2(C(O2)CC(NC(=O)CC(C(C(=O)C(C1O)C)(C)C)O)C(=CC3=CSC(=N3)C)C)C. Cell line: RXF 393. Synergy scores: CSS=23.5, Synergy_ZIP=-4.74, Synergy_Bliss=-6.81, Synergy_Loewe=-10.1, Synergy_HSA=-3.65. (6) Drug 1: C1=C(C(=O)NC(=O)N1)F. Drug 2: C1=NC2=C(N=C(N=C2N1C3C(C(C(O3)CO)O)O)F)N. Cell line: NCI/ADR-RES. Synergy scores: CSS=37.5, Synergy_ZIP=-17.4, Synergy_Bliss=-10.2, Synergy_Loewe=-8.12, Synergy_HSA=-5.91.